This data is from Forward reaction prediction with 1.9M reactions from USPTO patents (1976-2016). The task is: Predict the product of the given reaction. (1) Given the reactants C(OP(O[CH2:10][C:11]1[O:15][N:14]=[C:13]([C:16]([O:18][CH2:19][CH3:20])=[O:17])[CH:12]=1)(OCC)=O)C.[Cl:21][C:22]1[CH:23]=[C:24](B(O)O)[CH:25]=[C:26]([Cl:28])[CH:27]=1.C(=O)([O-])[O-].[K+].[K+].C1(P(C2C=CC=CC=2)C2C=CC=CC=2)C=CC=CC=1, predict the reaction product. The product is: [Cl:21][C:22]1[CH:23]=[C:24]([CH:25]=[C:26]([Cl:28])[CH:27]=1)[CH2:10][C:11]1[O:15][N:14]=[C:13]([C:16]([O:18][CH2:19][CH3:20])=[O:17])[CH:12]=1. (2) Given the reactants [F:1][C:2]1[CH:10]=[C:9]([C:11]2[CH:12]=[N:13][N:14]([CH3:16])[CH:15]=2)[CH:8]=[C:7]2[C:3]=1[CH2:4][CH2:5][NH:6]2.Br[C:18]1[C:22]2[CH2:23][N:24]([C:27](=[O:29])[CH3:28])[CH2:25][CH2:26][C:21]=2[N:20]([CH:30]2[CH2:34][CH2:33][O:32][CH2:31]2)[N:19]=1.C(O[Na])(C)(C)C.COC(C)(C)C.C1(P(C2CCCCC2)C2C=CC=CC=2C2C(OC(C)C)=CC=CC=2OC(C)C)CCCCC1, predict the reaction product. The product is: [F:1][C:2]1[CH:10]=[C:9]([C:11]2[CH:12]=[N:13][N:14]([CH3:16])[CH:15]=2)[CH:8]=[C:7]2[C:3]=1[CH2:4][CH2:5][N:6]2[C:18]1[C:22]2[CH2:23][N:24]([C:27](=[O:29])[CH3:28])[CH2:25][CH2:26][C:21]=2[N:20]([CH:30]2[CH2:34][CH2:33][O:32][CH2:31]2)[N:19]=1.